From a dataset of Full USPTO retrosynthesis dataset with 1.9M reactions from patents (1976-2016). Predict the reactants needed to synthesize the given product. (1) Given the product [CH:5]1([C:11]2[CH:12]=[CH:13][CH:14]=[CH:15][C:10]=2[OH:9])[CH2:2][CH2:3]1, predict the reactants needed to synthesize it. The reactants are: [Li][C:2]([CH3:5])(C)[CH3:3].C([O:9][C:10]1[CH:15]=[CH:14][CH:13]=[CH:12][C:11]=1Br)C=C.CN(CCN(C)C)C. (2) Given the product [Cl:36][C:27]1[C:26]([C:14]2[N:15]([C:19]([O:21][C:22]([CH3:25])([CH3:24])[CH3:23])=[O:20])[C:16]3[C:12]([CH:13]=2)=[CH:11][C:10]([CH2:9][OH:8])=[CH:18][CH:17]=3)=[CH:35][C:34]2[C:29](=[CH:30][CH:31]=[CH:32][CH:33]=2)[N:28]=1, predict the reactants needed to synthesize it. The reactants are: [Si]([O:8][CH2:9][C:10]1[CH:11]=[C:12]2[C:16](=[CH:17][CH:18]=1)[N:15]([C:19]([O:21][C:22]([CH3:25])([CH3:24])[CH3:23])=[O:20])[C:14]([C:26]1[C:27]([Cl:36])=[N:28][C:29]3[C:34]([CH:35]=1)=[CH:33][CH:32]=[CH:31][CH:30]=3)=[CH:13]2)(C(C)(C)C)(C)C.F.F.F.C(N(CC)CC)C. (3) Given the product [Cl:16][C:12]1[CH:13]=[C:14]2[C:9](=[C:10]([C:29]#[C:28][C:22]3[CH:27]=[CH:26][CH:25]=[CH:24][CH:23]=3)[CH:11]=1)[O:8][CH:7]([C:18]([F:21])([F:20])[F:19])[C:6]([C:4]([O:3][CH2:1][CH3:2])=[O:5])=[CH:15]2, predict the reactants needed to synthesize it. The reactants are: [CH2:1]([O:3][C:4]([C:6]1[CH:7]([C:18]([F:21])([F:20])[F:19])[O:8][C:9]2[C:14]([CH:15]=1)=[CH:13][C:12]([Cl:16])=[CH:11][C:10]=2I)=[O:5])[CH3:2].[C:22]1([C:28]#[CH:29])[CH:27]=[CH:26][CH:25]=[CH:24][CH:23]=1. (4) The reactants are: Cl.Cl.[OH:3][C@H:4]1[C@@H:9]([CH3:10])[CH2:8][CH2:7][N:6]([CH2:11][CH2:12][CH2:13][N:14]2[CH2:19][CH2:18][NH:17][CH:16]([CH3:20])[C:15]2=[O:21])[CH2:5]1.[Cl:22][C:23]1[CH:24]=[C:25]([CH:31]=[CH:32][C:33]=1[Cl:34])[CH:26]=[CH:27][C:28](O)=[O:29].C(N(CC)CC)C.F[P-](F)(F)(F)(F)F.N1(OC(N(C)C)=[N+](C)C)C2N=CC=CC=2N=N1. Given the product [Cl:22][C:23]1[CH:24]=[C:25](/[CH:26]=[CH:27]/[C:28]([N:17]2[CH2:18][CH2:19][N:14]([CH2:13][CH2:12][CH2:11][N:6]3[CH2:7][CH2:8][C@H:9]([CH3:10])[C@H:4]([OH:3])[CH2:5]3)[C:15](=[O:21])[CH:16]2[CH3:20])=[O:29])[CH:31]=[CH:32][C:33]=1[Cl:34], predict the reactants needed to synthesize it. (5) Given the product [CH2:1]([O:8][C:9]1[CH:18]=[C:17]([N+:19]([O-:21])=[O:20])[CH:16]=[CH:15][C:10]=1[C:11]([OH:13])=[O:12])[C:2]1[CH:7]=[CH:6][CH:5]=[CH:4][CH:3]=1, predict the reactants needed to synthesize it. The reactants are: [CH2:1]([O:8][C:9]1[CH:18]=[C:17]([N+:19]([O-:21])=[O:20])[CH:16]=[CH:15][C:10]=1[C:11]([O:13]C)=[O:12])[C:2]1[CH:7]=[CH:6][CH:5]=[CH:4][CH:3]=1.[OH-].[Na+].Cl. (6) Given the product [C:1]([O:5][C:6]([N:8]1[CH2:13][CH2:12][CH:11]([NH:18][C:17]2[CH:19]=[C:20]([CH3:23])[CH:21]=[CH:22][C:16]=2[CH3:15])[CH2:10][CH2:9]1)=[O:7])([CH3:4])([CH3:3])[CH3:2], predict the reactants needed to synthesize it. The reactants are: [C:1]([O:5][C:6]([N:8]1[CH2:13][CH2:12][C:11](=O)[CH2:10][CH2:9]1)=[O:7])([CH3:4])([CH3:3])[CH3:2].[CH3:15][C:16]1[CH:22]=[CH:21][C:20]([CH3:23])=[CH:19][C:17]=1[NH2:18].C(O)(=O)C.C(O[BH-](OC(=O)C)OC(=O)C)(=O)C.[Na+].C(=O)(O)[O-].[Na+]. (7) The reactants are: C(N(CC)CC)C.I[C:9]1[CH:10]=[C:11]([CH3:21])[C:12]([O:19][CH3:20])=[C:13]([CH:18]=1)[C:14]([O:16][CH3:17])=[O:15].[CH2:22]([N:26]1[CH2:30][CH2:29][O:28][C:27]1=[O:31])[CH2:23][C:24]#[CH:25]. Given the product [CH3:17][O:16][C:14](=[O:15])[C:13]1[CH:18]=[C:9]([C:25]#[C:24][CH2:23][CH2:22][N:26]2[CH2:30][CH2:29][O:28][C:27]2=[O:31])[CH:10]=[C:11]([CH3:21])[C:12]=1[O:19][CH3:20], predict the reactants needed to synthesize it.